Predict the reaction yield, written as a fraction of the theoretical maximum amount of product (1.0 means a 100% yield; for example, 0.34 means a 34% yield). From a dataset of Reaction yield outcomes from USPTO patents with 853,638 reactions. (1) The reactants are [Cl:1][C:2]1[C:3]([F:15])=[C:4]([C:8]2([O:13][CH3:14])[CH2:12][CH2:11][NH:10][CH2:9]2)[CH:5]=[CH:6][CH:7]=1.I[CH2:17][CH3:18].C(N(CC)CC)C. The catalyst is O1CCCC1. The product is [Cl:1][C:2]1[C:3]([F:15])=[C:4]([C:8]2([O:13][CH3:14])[CH2:12][CH2:11][N:10]([CH2:17][CH3:18])[CH2:9]2)[CH:5]=[CH:6][CH:7]=1. The yield is 0.359. (2) The reactants are [F:1][C:2]([F:22])([F:21])[C:3]1[O:7][C:6]([N:8]2[CH2:13][CH2:12][N:11](C(OC(C)(C)C)=O)[CH2:10][CH2:9]2)=[N:5][N:4]=1.[ClH:23]. No catalyst specified. The product is [ClH:23].[N:8]1([C:6]2[O:7][C:3]([C:2]([F:21])([F:22])[F:1])=[N:4][N:5]=2)[CH2:13][CH2:12][NH:11][CH2:10][CH2:9]1. The yield is 1.00. (3) The reactants are C[O:2][C:3]1[CH:17]=[C:16]([CH3:18])[CH:15]=[CH:14][C:4]=1[O:5][C:6]1[CH:13]=[CH:12][CH:11]=[CH:10][C:7]=1[C:8]#[N:9].B(Br)(Br)Br. The catalyst is C(Cl)Cl. The product is [OH:2][C:3]1[CH:17]=[C:16]([CH3:18])[CH:15]=[CH:14][C:4]=1[O:5][C:6]1[CH:13]=[CH:12][CH:11]=[CH:10][C:7]=1[C:8]#[N:9]. The yield is 0.820.